From a dataset of Reaction yield outcomes from USPTO patents with 853,638 reactions. Predict the reaction yield, written as a fraction of the theoretical maximum amount of product (1.0 means a 100% yield; for example, 0.34 means a 34% yield). (1) The reactants are [C:1]1([CH3:10])[C:2]([N:7]=[C:8]=[O:9])=[CH:3][CH:4]=[CH:5][CH:6]=1.Cl.[NH2:12][CH2:13][C:14]1[CH:22]=[CH:21][CH:20]=[C:19]2[C:15]=1[C:16](=[O:32])[N:17]([CH:24]1[CH2:29][CH2:28][C:27](=[O:30])[NH:26][C:25]1=[O:31])[C:18]2=[O:23].C(N(CC)CC)C. The catalyst is C1COCC1. The product is [O:31]=[C:25]1[CH:24]([N:17]2[C:16](=[O:32])[C:15]3[C:19](=[CH:20][CH:21]=[CH:22][C:14]=3[CH2:13][NH:12][C:8]([NH:7][C:2]3[CH:3]=[CH:4][CH:5]=[CH:6][C:1]=3[CH3:10])=[O:9])[C:18]2=[O:23])[CH2:29][CH2:28][C:27](=[O:30])[NH:26]1. The yield is 0.720. (2) The reactants are Cl.Br[CH2:3][C:4]1[CH:9]=[CH:8][N:7]=[CH:6][CH:5]=1.C(=O)([O-])[O-].[K+].[K+].[Br:16][C:17]1[CH:22]=[CH:21][C:20]([SH:23])=[CH:19][CH:18]=1.C(OCC)(=O)C. The catalyst is C1COCC1.O. The product is [Br:16][C:17]1[CH:22]=[CH:21][C:20]([S:23][CH2:3][C:4]2[CH:9]=[CH:8][N:7]=[CH:6][CH:5]=2)=[CH:19][CH:18]=1. The yield is 0.820. (3) The reactants are [CH3:1][N:2]1[CH:6]=[CH:5][CH:4]=[C:3]1[C:7]([OH:9])=O.CN(C)C=O.C(Cl)(=O)C(Cl)=O.[NH2:21][C:22]1[CH:23]=[C:24]([CH:41]=[CH:42][CH:43]=1)[O:25][C:26]1[CH:27]=[CH:28][C:29]2[N:30]([CH:32]=[C:33]([NH:35][C:36]([CH:38]3[CH2:40][CH2:39]3)=[O:37])[N:34]=2)[N:31]=1. The catalyst is CN(C)C(=O)C.O1CCCC1. The product is [CH:38]1([C:36]([NH:35][C:33]2[N:34]=[C:29]3[CH:28]=[CH:27][C:26]([O:25][C:24]4[CH:23]=[C:22]([NH:21][C:7]([C:3]5[N:2]([CH3:1])[CH:6]=[CH:5][CH:4]=5)=[O:9])[CH:43]=[CH:42][CH:41]=4)=[N:31][N:30]3[CH:32]=2)=[O:37])[CH2:39][CH2:40]1. The yield is 0.490. (4) The reactants are C[O:2][C:3](=[O:44])[C:4]([C:7]1[CH:12]=[CH:11][C:10]([NH:13][C:14]([C@H:16]2[C@H:20]([C:21]3[CH:26]=[CH:25][CH:24]=[C:23]([Cl:27])[C:22]=3[F:28])[C@:19]([C:31]3[CH:36]=[CH:35][C:34]([Cl:37])=[CH:33][C:32]=3[F:38])([C:29]#[N:30])[C@H:18]([CH2:39][C:40]([CH3:43])([CH3:42])[CH3:41])[NH:17]2)=[O:15])=[CH:9][CH:8]=1)([CH3:6])[CH3:5].[Li+].[OH-]. The catalyst is C1COCC1.CO.O. The product is [Cl:27][C:23]1[C:22]([F:28])=[C:21]([C@@H:20]2[C@:19]([C:31]3[CH:36]=[CH:35][C:34]([Cl:37])=[CH:33][C:32]=3[F:38])([C:29]#[N:30])[C@H:18]([CH2:39][C:40]([CH3:43])([CH3:42])[CH3:41])[NH:17][C@H:16]2[C:14]([NH:13][C:10]2[CH:9]=[CH:8][C:7]([C:4]([CH3:6])([CH3:5])[C:3]([OH:44])=[O:2])=[CH:12][CH:11]=2)=[O:15])[CH:26]=[CH:25][CH:24]=1. The yield is 0.584.